Dataset: Peptide-MHC class II binding affinity with 134,281 pairs from IEDB. Task: Regression. Given a peptide amino acid sequence and an MHC pseudo amino acid sequence, predict their binding affinity value. This is MHC class II binding data. The peptide sequence is TTEEQKLIEDINVGF. The MHC is HLA-DPA10201-DPB10101 with pseudo-sequence HLA-DPA10201-DPB10101. The binding affinity (normalized) is 0.242.